From a dataset of Reaction yield outcomes from USPTO patents with 853,638 reactions. Predict the reaction yield, written as a fraction of the theoretical maximum amount of product (1.0 means a 100% yield; for example, 0.34 means a 34% yield). The reactants are [F:1][C:2]1[CH:3]=[C:4]([N:9]2[C:14](=[O:15])[C:13]([OH:16])=[C:12]([C:17]3[CH:22]=[CH:21][C:20]([S:23]([CH3:26])(=[O:25])=[O:24])=[CH:19][CH:18]=3)[CH:11]=[N:10]2)[CH:5]=[CH:6][C:7]=1[F:8].C1C=CC(P(C2C=CC=CC=2)C2C=CC=CC=2)=CC=1.[CH3:46][C:47]([CH2:49]O)=[O:48].CC(OC(/N=N/C(OC(C)C)=O)=O)C. The catalyst is C1COCC1. The product is [F:1][C:2]1[CH:3]=[C:4]([N:9]2[C:14](=[O:15])[C:13]([O:16][CH2:46][C:47](=[O:48])[CH3:49])=[C:12]([C:17]3[CH:22]=[CH:21][C:20]([S:23]([CH3:26])(=[O:25])=[O:24])=[CH:19][CH:18]=3)[CH:11]=[N:10]2)[CH:5]=[CH:6][C:7]=1[F:8]. The yield is 0.480.